Dataset: Reaction yield outcomes from USPTO patents with 853,638 reactions. Task: Predict the reaction yield, written as a fraction of the theoretical maximum amount of product (1.0 means a 100% yield; for example, 0.34 means a 34% yield). The reactants are C([O:8][C:9]1[C:14](=[O:15])[CH:13]=[CH:12][N:11]([CH2:16][C:17]([F:20])([F:19])[F:18])[CH:10]=1)C1C=CC=CC=1.[H][H]. The catalyst is [Pd].C(O)C. The product is [OH:8][C:9]1[C:14](=[O:15])[CH:13]=[CH:12][N:11]([CH2:16][C:17]([F:20])([F:18])[F:19])[CH:10]=1. The yield is 0.950.